This data is from NCI-60 drug combinations with 297,098 pairs across 59 cell lines. The task is: Regression. Given two drug SMILES strings and cell line genomic features, predict the synergy score measuring deviation from expected non-interaction effect. (1) Drug 1: CC1=C2C(C(=O)C3(C(CC4C(C3C(C(C2(C)C)(CC1OC(=O)C(C(C5=CC=CC=C5)NC(=O)OC(C)(C)C)O)O)OC(=O)C6=CC=CC=C6)(CO4)OC(=O)C)OC)C)OC. Drug 2: CCC1(CC2CC(C3=C(CCN(C2)C1)C4=CC=CC=C4N3)(C5=C(C=C6C(=C5)C78CCN9C7C(C=CC9)(C(C(C8N6C)(C(=O)OC)O)OC(=O)C)CC)OC)C(=O)OC)O.OS(=O)(=O)O. Cell line: EKVX. Synergy scores: CSS=51.5, Synergy_ZIP=-3.36, Synergy_Bliss=-5.30, Synergy_Loewe=-2.57, Synergy_HSA=-0.585. (2) Drug 2: C1CN(CCN1C(=O)CCBr)C(=O)CCBr. Drug 1: CCN(CC)CCCC(C)NC1=C2C=C(C=CC2=NC3=C1C=CC(=C3)Cl)OC. Cell line: NCI-H322M. Synergy scores: CSS=-2.72, Synergy_ZIP=-3.33, Synergy_Bliss=-1.96, Synergy_Loewe=-12.5, Synergy_HSA=-3.90. (3) Drug 1: CC12CCC(CC1=CCC3C2CCC4(C3CC=C4C5=CN=CC=C5)C)O. Drug 2: CN(C(=O)NC(C=O)C(C(C(CO)O)O)O)N=O. Cell line: LOX IMVI. Synergy scores: CSS=64.5, Synergy_ZIP=17.1, Synergy_Bliss=18.2, Synergy_Loewe=7.76, Synergy_HSA=21.5.